From a dataset of Catalyst prediction with 721,799 reactions and 888 catalyst types from USPTO. Predict which catalyst facilitates the given reaction. Reactant: [Li]C(C)(C)C.[CH3:6][C:7]([O:10][C:11]([N:13]([C:40]([O:42][C:43]([CH3:46])([CH3:45])[CH3:44])=[O:41])[C:14]1[C:19]2[C:20]([C:23]3[CH:24]=[C:25]4[C:29](=[CH:30][CH:31]=3)[N:28]([C:32]([O:34][C:35]([CH3:38])([CH3:37])[CH3:36])=[O:33])[CH2:27][CH2:26]4)=[CH:21][O:22][C:18]=2[C:17](I)=[CH:16][N:15]=1)=[O:12])([CH3:9])[CH3:8].[Cl:47]C(Cl)(Cl)C(Cl)(Cl)Cl. Product: [CH3:6][C:7]([O:10][C:11]([N:13]([C:40]([O:42][C:43]([CH3:46])([CH3:45])[CH3:44])=[O:41])[C:14]1[C:19]2[C:20]([C:23]3[CH:24]=[C:25]4[C:29](=[CH:30][CH:31]=3)[N:28]([C:32]([O:34][C:35]([CH3:38])([CH3:37])[CH3:36])=[O:33])[CH2:27][CH2:26]4)=[CH:21][O:22][C:18]=2[C:17]([Cl:47])=[CH:16][N:15]=1)=[O:12])([CH3:9])[CH3:8]. The catalyst class is: 1.